Dataset: Catalyst prediction with 721,799 reactions and 888 catalyst types from USPTO. Task: Predict which catalyst facilitates the given reaction. (1) Product: [CH:17]([C:20]1[C:28]2[C:23](=[N:24][CH:25]=[CH:26][C:27]=2[C:29]2[CH:30]=[N:31][C:32]3[C:37]([CH:38]=2)=[CH:36][CH:35]=[CH:34][CH:33]=3)[N:22]([C:2]2[CH:9]=[CH:8][C:5]([C:6]#[N:7])=[CH:4][C:3]=2[CH3:10])[N:21]=1)([CH3:19])[CH3:18]. Reactant: F[C:2]1[CH:9]=[CH:8][C:5]([C:6]#[N:7])=[CH:4][C:3]=1[CH3:10].C(=O)([O-])[O-].[Cs+].[Cs+].[CH:17]([C:20]1[C:28]2[C:23](=[N:24][CH:25]=[CH:26][C:27]=2[C:29]2[CH:30]=[N:31][C:32]3[C:37]([CH:38]=2)=[CH:36][CH:35]=[CH:34][CH:33]=3)[NH:22][N:21]=1)([CH3:19])[CH3:18].C(OCC)(=O)C. The catalyst class is: 18. (2) Reactant: [Li+].CC([N-][CH:6]([CH3:8])[CH3:7])C.C([Li])CCC.[CH:14]([NH:17]C(C)C)(C)C.[CH2:21]([O:28][CH2:29][CH2:30][CH:31]=[O:32])[C:22]1[CH:27]=[CH:26][CH:25]=[CH:24][CH:23]=1.S(=O)(=O)(O)O. Product: [CH2:21]([O:28][CH2:29][CH2:30][CH:31]([OH:32])[C:6]([CH3:7])([CH3:8])[C:14]#[N:17])[C:22]1[CH:27]=[CH:26][CH:25]=[CH:24][CH:23]=1. The catalyst class is: 116. (3) Reactant: [C:1]([C:3]1[CH:4]=[C:5]([CH:26]=[CH:27][CH:28]=1)[C:6]([NH:8][C:9]1[N:20]([CH2:21][CH2:22][CH2:23][O:24][CH3:25])[C:12]2=[N:13][CH:14]=[C:15]([C:17]([OH:19])=O)[CH:16]=[C:11]2[N:10]=1)=[O:7])#[N:2].C1C=[C:33]2[N:35]=NN(O)[C:32]2=[CH:31][CH:30]=1.O.C(Cl)CCl.C(N)CCC. Product: [CH2:33]([NH:35][C:17]([C:15]1[CH:16]=[C:11]2[N:10]=[C:9]([NH:8][C:6](=[O:7])[C:5]3[CH:26]=[CH:27][CH:28]=[C:3]([C:1]#[N:2])[CH:4]=3)[N:20]([CH2:21][CH2:22][CH2:23][O:24][CH3:25])[C:12]2=[N:13][CH:14]=1)=[O:19])[CH2:32][CH2:31][CH3:30]. The catalyst class is: 326. (4) Reactant: [C:1]([O:5][C:6](=[O:15])[NH:7][CH2:8][CH:9]1[CH2:14][CH2:13][O:12][CH2:11][CH2:10]1)([CH3:4])([CH3:3])[CH3:2].[CH2:16](I)[CH3:17]. Product: [C:1]([O:5][C:6](=[O:15])[N:7]([CH2:16][CH3:17])[CH2:8][CH:9]1[CH2:10][CH2:11][O:12][CH2:13][CH2:14]1)([CH3:4])([CH3:2])[CH3:3]. The catalyst class is: 1. (5) Reactant: [CH3:1][CH:2]1[CH2:7][CH2:6][NH:5][CH2:4][CH2:3]1.Cl.C(N=C=NCCCN(C)C)C.[CH3:20][O:21][C:22]1[C:23](=[O:50])[C:24]([CH3:49])=[C:25]([CH2:31][C:32]2[CH:33]=[CH:34][C:35]([O:41][CH2:42][C:43]3[CH:44]=[N:45][CH:46]=[CH:47][CH:48]=3)=[C:36]([CH:40]=2)[C:37](O)=[O:38])[C:26](=[O:30])[C:27]=1[O:28][CH3:29]. Product: [CH3:20][O:21][C:22]1[C:23](=[O:50])[C:24]([CH3:49])=[C:25]([CH2:31][C:32]2[CH:33]=[CH:34][C:35]([O:41][CH2:42][C:43]3[CH:44]=[N:45][CH:46]=[CH:47][CH:48]=3)=[C:36]([CH:40]=2)[C:37]([N:5]2[CH2:6][CH2:7][CH:2]([CH3:1])[CH2:3][CH2:4]2)=[O:38])[C:26](=[O:30])[C:27]=1[O:28][CH3:29]. The catalyst class is: 2. (6) Reactant: Cl[C:2]1[N:3]=[N:4][CH:5]=[C:6]([C:8]([N:10]2[CH2:15][CH2:14][CH2:13][CH:12]([C:16]3[CH:21]=[CH:20][C:19]([C:22]([F:25])([F:24])[F:23])=[CH:18][C:17]=3[O:26][CH3:27])[CH2:11]2)=[O:9])[CH:7]=1.[CH3:28][NH2:29]. Product: [CH3:27][O:26][C:17]1[CH:18]=[C:19]([C:22]([F:25])([F:24])[F:23])[CH:20]=[CH:21][C:16]=1[CH:12]1[CH2:13][CH2:14][CH2:15][N:10]([C:8]([C:6]2[CH:7]=[C:2]([NH:29][CH3:28])[N:3]=[N:4][CH:5]=2)=[O:9])[CH2:11]1. The catalyst class is: 1. (7) Reactant: [CH3:1][O:2][C:3](=[O:12])[C:4]1[CH:9]=[C:8]([OH:10])[CH:7]=[C:6]([Cl:11])[CH:5]=1.[Cl:13][C:14]1[CH:21]=[CH:20][C:17]([CH2:18]Br)=[CH:16][CH:15]=1.C(=O)([O-])[O-].[Cs+].[Cs+]. Product: [CH3:1][O:2][C:3](=[O:12])[C:4]1[CH:9]=[C:8]([O:10][CH2:18][C:17]2[CH:20]=[CH:21][C:14]([Cl:13])=[CH:15][CH:16]=2)[CH:7]=[C:6]([Cl:11])[CH:5]=1. The catalyst class is: 44. (8) Reactant: C(OC(=O)[NH:7][CH:8]1[CH2:13][CH2:12][N:11]([C:14]([N:16]2[C@@:20]([C:22]3[CH:27]=[CH:26][C:25]([Cl:28])=[CH:24][CH:23]=3)([CH3:21])[C@@:19]([C:30]3[CH:35]=[CH:34][C:33]([Cl:36])=[CH:32][CH:31]=3)([CH3:29])[N:18]=[C:17]2[C:37]2[CH:38]=[N:39][C:40]([C:46]([CH3:49])([CH3:48])[CH3:47])=[CH:41][C:42]=2[O:43][CH2:44][CH3:45])=[O:15])[CH2:10][CH2:9]1)(C)(C)C.FC(F)(F)C(O)=O. Product: [NH2:7][CH:8]1[CH2:9][CH2:10][N:11]([C:14]([N:16]2[C@@:20]([C:22]3[CH:27]=[CH:26][C:25]([Cl:28])=[CH:24][CH:23]=3)([CH3:21])[C@@:19]([C:30]3[CH:35]=[CH:34][C:33]([Cl:36])=[CH:32][CH:31]=3)([CH3:29])[N:18]=[C:17]2[C:37]2[CH:38]=[N:39][C:40]([C:46]([CH3:47])([CH3:49])[CH3:48])=[CH:41][C:42]=2[O:43][CH2:44][CH3:45])=[O:15])[CH2:12][CH2:13]1. The catalyst class is: 4.